Task: Predict the product of the given reaction.. Dataset: Forward reaction prediction with 1.9M reactions from USPTO patents (1976-2016) (1) Given the reactants Br[C:2]1[N:3]=[CH:4][C:5]([NH2:8])=[N:6][CH:7]=1.[C-:9]#[N:10].[K+].C1OCCOCCOCCOCCOCCOC1.O, predict the reaction product. The product is: [NH2:8][C:5]1[N:6]=[CH:7][C:2]([C:9]#[N:10])=[N:3][CH:4]=1. (2) The product is: [OH:8][C:9]1[CH:10]=[CH:11][C:12]([CH2:15][NH:16][C:17](=[O:25])[C:18]2[CH:23]=[CH:22][CH:21]=[N:20][C:19]=2[NH2:24])=[CH:13][CH:14]=1. Given the reactants C([O:8][C:9]1[CH:14]=[CH:13][C:12]([CH2:15][NH:16][C:17](=[O:25])[C:18]2[CH:23]=[CH:22][CH:21]=[N:20][C:19]=2[NH2:24])=[CH:11][CH:10]=1)C1C=CC=CC=1.Cl, predict the reaction product. (3) Given the reactants [CH2:1]([N:3]([CH3:19])[C:4]([C@@H:6]1[CH2:11][CH2:10][CH2:9][N:8](C(OC(C)(C)C)=O)[CH2:7]1)=[O:5])[CH3:2].Cl, predict the reaction product. The product is: [CH2:1]([N:3]([CH3:19])[C:4]([C@@H:6]1[CH2:11][CH2:10][CH2:9][NH:8][CH2:7]1)=[O:5])[CH3:2]. (4) Given the reactants C(O[C:4]1[C:5](=[O:12])[C:6](=[O:11])[C:7]=1[O:8][CH2:9][CH3:10])C.C(N(CC)CC)C.[NH2:20][CH2:21][CH2:22][CH:23]1[O:28][CH2:27][CH2:26][N:25]([C:29]([O:31][CH2:32][C:33]2[CH:38]=[C:37]([Cl:39])[CH:36]=[C:35]([Cl:40])[CH:34]=2)=[O:30])[CH2:24]1, predict the reaction product. The product is: [CH2:9]([O:8][C:7]1[C:6](=[O:11])[C:5](=[O:12])[C:4]=1[NH:20][CH2:21][CH2:22][CH:23]1[O:28][CH2:27][CH2:26][N:25]([C:29]([O:31][CH2:32][C:33]2[CH:38]=[C:37]([Cl:39])[CH:36]=[C:35]([Cl:40])[CH:34]=2)=[O:30])[CH2:24]1)[CH3:10]. (5) Given the reactants [CH3:1][O:2][C:3]1[CH:4]=[C:5]([C:11]([C:13]2[CH:18]=[CH:17][CH:16]=[C:15]([O:19][CH3:20])[CH:14]=2)=O)[CH:6]=[C:7]([O:9][CH3:10])[CH:8]=1.[C:21](#[N:25])[CH2:22][C:23]#[N:24].[O-2].[Al+3].[O-2].[O-2].[Al+3], predict the reaction product. The product is: [CH3:1][O:2][C:3]1[CH:4]=[C:5]([C:11]([C:13]2[CH:18]=[CH:17][CH:16]=[C:15]([O:19][CH3:20])[CH:14]=2)=[C:22]([C:21]#[N:25])[C:23]#[N:24])[CH:6]=[C:7]([O:9][CH3:10])[CH:8]=1.